This data is from CYP2D6 inhibition data for predicting drug metabolism from PubChem BioAssay. The task is: Regression/Classification. Given a drug SMILES string, predict its absorption, distribution, metabolism, or excretion properties. Task type varies by dataset: regression for continuous measurements (e.g., permeability, clearance, half-life) or binary classification for categorical outcomes (e.g., BBB penetration, CYP inhibition). Dataset: cyp2d6_veith. (1) The drug is COc1ccc(C2C(C(=O)N3CCN(C)CC3)c3ccccc3C(=O)N2C2CCCCC2)cc1. The result is 0 (non-inhibitor). (2) The molecule is COc1c(F)c(F)c(C(=O)O)c(Nc2ccc(C)cc2)c1F. The result is 0 (non-inhibitor). (3) The compound is CCCC(=O)NNC(=O)CCC(=O)NCc1ccccc1. The result is 0 (non-inhibitor). (4) The result is 0 (non-inhibitor). The drug is COc1ccc(Oc2ncc3ncc(=O)n(-c4ccc(OC)cc4)c3n2)cc1. (5) The compound is Cn1c(=O)c(-c2cc(F)cc(F)c2)nc2cnc(N3CCOCC3)nc21. The result is 0 (non-inhibitor). (6) The drug is O=C(O)CN1C(=O)O[C@@H](c2ccccc2)C1=O. The result is 0 (non-inhibitor). (7) The compound is c1ccc(CCN2CCN=C2Cc2ccccc2)cc1. The result is 1 (inhibitor).